This data is from Forward reaction prediction with 1.9M reactions from USPTO patents (1976-2016). The task is: Predict the product of the given reaction. (1) Given the reactants [OH-].[Na+].[CH2:3]([O:10][C:11]1[CH:16]=[C:15]([CH2:17][CH2:18][C:19]([O:21]C)=[O:20])[CH:14]=[CH:13][C:12]=1[C:23]1[CH:28]=[CH:27][CH:26]=[C:25]([N:29]([CH3:40])[C:30]([NH:32][CH2:33][CH2:34][CH2:35][CH2:36][CH2:37][CH2:38][CH3:39])=[O:31])[CH:24]=1)[C:4]1[CH:9]=[CH:8][CH:7]=[CH:6][CH:5]=1, predict the reaction product. The product is: [CH2:3]([O:10][C:11]1[CH:16]=[C:15]([CH2:17][CH2:18][C:19]([OH:21])=[O:20])[CH:14]=[CH:13][C:12]=1[C:23]1[CH:28]=[CH:27][CH:26]=[C:25]([N:29]([CH3:40])[C:30]([NH:32][CH2:33][CH2:34][CH2:35][CH2:36][CH2:37][CH2:38][CH3:39])=[O:31])[CH:24]=1)[C:4]1[CH:9]=[CH:8][CH:7]=[CH:6][CH:5]=1. (2) Given the reactants [Cl:1][C:2]1[CH:3]=[CH:4][C:5](F)=[C:6]([CH:9]=1)[CH:7]=[O:8].[N:11]1[N:12]=[CH:13][NH:14][CH:15]=1.C([O-])([O-])=O.[Cs+].[Cs+], predict the reaction product. The product is: [Cl:1][C:2]1[CH:3]=[CH:4][C:5]([N:11]2[CH:15]=[N:14][CH:13]=[N:12]2)=[C:6]([CH:9]=1)[CH:7]=[O:8]. (3) The product is: [Br:26][CH2:9][C:4]1[CH:5]=[C:6]([Cl:8])[CH:7]=[C:2]([Cl:1])[C:3]=1[S:10]([CH2:13][CH3:14])(=[O:12])=[O:11]. Given the reactants [Cl:1][C:2]1[CH:7]=[C:6]([Cl:8])[CH:5]=[C:4]([CH3:9])[C:3]=1[S:10]([CH2:13][CH3:14])(=[O:12])=[O:11].C(OC(=O)C1C=CC(C[Br:26])=C(C(F)(F)F)C=1)C, predict the reaction product. (4) Given the reactants [CH:1]([C:3]1[CH:11]=[CH:10][C:6]([C:7]([OH:9])=O)=[CH:5][CH:4]=1)=[O:2].C(N(CC)CC)C.Cl.CN(C)CCCN=C=NCC.[CH2:31]([N:38]1[CH2:43][CH2:42][CH:41]([NH2:44])[CH2:40][CH2:39]1)[C:32]1[CH:37]=[CH:36][CH:35]=[CH:34][CH:33]=1, predict the reaction product. The product is: [CH2:31]([N:38]1[CH2:43][CH2:42][CH:41]([NH:44][C:7](=[O:9])[C:6]2[CH:5]=[CH:4][C:3]([CH:1]=[O:2])=[CH:11][CH:10]=2)[CH2:40][CH2:39]1)[C:32]1[CH:33]=[CH:34][CH:35]=[CH:36][CH:37]=1. (5) The product is: [I:11][CH2:7][O:18][CH2:17][CH2:16][Si:15]([CH3:22])([CH3:21])[CH3:14]. Given the reactants IC1C2C(=C[C:7]([I:11])=CC=2)NN=1.[OH-].[K+].[CH3:14][Si:15]([CH3:22])([CH3:21])[CH2:16][CH2:17][O:18]CCl, predict the reaction product.